This data is from Forward reaction prediction with 1.9M reactions from USPTO patents (1976-2016). The task is: Predict the product of the given reaction. Given the reactants [CH3:1][C:2]1[CH:7]=[CH:6][N:5]=[C:4]([N:8]2[CH2:13][CH2:12][CH:11]([CH2:14][OH:15])[CH2:10][CH2:9]2)[CH:3]=1.C(N(CC)CC)C.[CH3:23][S:24](Cl)(=[O:26])=[O:25], predict the reaction product. The product is: [CH3:23][S:24]([O:15][CH2:14][CH:11]1[CH2:12][CH2:13][N:8]([C:4]2[CH:3]=[C:2]([CH3:1])[CH:7]=[CH:6][N:5]=2)[CH2:9][CH2:10]1)(=[O:26])=[O:25].